The task is: Predict the product of the given reaction.. This data is from Forward reaction prediction with 1.9M reactions from USPTO patents (1976-2016). (1) The product is: [OH:33][CH:32]([C:15]1[C:9]2[C:10](=[N:11][CH:12]=[C:7]([C:3]3[CH:2]=[N:1][CH:6]=[CH:5][CH:4]=3)[CH:8]=2)[NH:13][CH:14]=1)[C:27]1[CH:28]=[CH:29][CH:30]=[C:31]2[C:26]=1[CH:25]=[CH:24][N:23]2[C:21]([OH:22])=[O:34]. Given the reactants [N:1]1[CH:6]=[CH:5][CH:4]=[C:3]([C:7]2[CH:8]=[C:9]3[CH:15]=[CH:14][NH:13][C:10]3=[N:11][CH:12]=2)[CH:2]=1.C(N[C:21]([N:23]1[C:31]2[C:26](=[C:27]([CH:32]=[O:33])[CH:28]=[CH:29][CH:30]=2)[CH:25]=[CH:24]1)=[O:22])CCC.[OH-:34].[K+].O, predict the reaction product. (2) Given the reactants [C:1]([C:7]1[CH:18]=[CH:17][CH:16]=[CH:15][C:8]=1[C:9](N(C)OC)=[O:10])#[C:2][CH2:3][CH2:4][CH2:5][CH3:6].[CH3:19][O:20][C:21]1[CH:29]=[CH:28][C:24]([CH2:25][Mg]Cl)=[CH:23][CH:22]=1, predict the reaction product. The product is: [C:1]([C:7]1[CH:18]=[CH:17][CH:16]=[CH:15][C:8]=1[C:9](=[O:10])[CH2:25][C:24]1[CH:28]=[CH:29][C:21]([O:20][CH3:19])=[CH:22][CH:23]=1)#[C:2][CH2:3][CH2:4][CH2:5][CH3:6]. (3) Given the reactants Br[CH2:2][C:3]1[CH:8]=[CH:7][C:6]([NH:9][C:10](=[O:26])[CH2:11][C:12]([CH3:25])([C:14]2[C:19](=[O:20])[C:18]([CH3:21])=[C:17]([CH3:22])[C:16](=[O:23])[C:15]=2[CH3:24])[CH3:13])=[CH:5][CH:4]=1.[OH:27][C:28]1[CH:38]=[CH:37][C:31]2[N:32]=[C:33]([C:35]#[N:36])[S:34][C:30]=2[CH:29]=1.N1C(C)=CC(C)=CC=1C, predict the reaction product. The product is: [C:35]([C:33]1[S:34][C:30]2[CH:29]=[C:28]([O:27][CH2:2][C:3]3[CH:8]=[CH:7][C:6]([NH:9][C:10](=[O:26])[CH2:11][C:12]([CH3:25])([C:14]4[C:19](=[O:20])[C:18]([CH3:21])=[C:17]([CH3:22])[C:16](=[O:23])[C:15]=4[CH3:24])[CH3:13])=[CH:5][CH:4]=3)[CH:38]=[CH:37][C:31]=2[N:32]=1)#[N:36]. (4) Given the reactants [H-].[Al+3].[Li+].[H-].[H-].[H-].[O:7]1[C:11]2([CH2:15][CH2:14][CH2:13][CH:12]2[C:16](OC)=[O:17])[O:10][CH2:9][CH2:8]1.O.[OH-].[Na+], predict the reaction product. The product is: [O:7]1[C:11]2([CH2:15][CH2:14][CH2:13][CH:12]2[CH2:16][OH:17])[O:10][CH2:9][CH2:8]1. (5) Given the reactants [CH3:1][O:2][C:3](=[O:30])[CH:4]([N:8]([CH2:27][CH:28]=[CH2:29])[S:9]([C:12]1[CH:17]=[CH:16][C:15]([O:18][CH2:19][C:20]2[CH:25]=[CH:24][C:23]([F:26])=[CH:22][CH:21]=2)=[CH:14][CH:13]=1)(=O)=O)[CH:5]([OH:7])[CH3:6].C(=O)(O)[O-:32].[Na+].ClC1C=C(C=CC=1)C(OO)=O.C(OCC)C, predict the reaction product. The product is: [CH3:1][O:2][C:3](=[O:30])[CH:4]([N:8]([S:9][C:12]1[CH:17]=[CH:16][C:15]([O:18][CH2:19][C:20]2[CH:25]=[CH:24][C:23]([F:26])=[CH:22][CH:21]=2)=[CH:14][CH:13]=1)[CH2:27][CH:28]1[CH2:29][O:32]1)[CH:5]([OH:7])[CH3:6]. (6) The product is: [C:23]([O:22][C:20](=[O:21])[NH:6][C@H:11]([C:3](=[O:4])[NH2:2])[CH2:10][C:9]1[CH:37]=[CH:36][CH:27]=[CH:7][CH:8]=1)([CH3:24])([CH3:25])[CH3:26]. Given the reactants C[N:2](C)[CH:3]=[O:4].[N:6]1[CH:11]=[CH:10][CH:9]=[CH:8][CH:7]=1.[C:23]([O:22][C:20](O[C:20]([O:22][C:23]([CH3:26])([CH3:25])[CH3:24])=[O:21])=[O:21])([CH3:26])([CH3:25])[CH3:24].[C:27](=O)(O)[O-].[NH4+].O1[CH2:37][CH2:36]OCC1, predict the reaction product.